Dataset: Forward reaction prediction with 1.9M reactions from USPTO patents (1976-2016). Task: Predict the product of the given reaction. (1) Given the reactants [CH2:1]([O:8][C:9]1[C:10](=[O:35])[N:11]([CH2:26][O:27][CH2:28][C:29]2[CH:34]=[CH:33][CH:32]=[CH:31][CH:30]=2)[C:12](=[O:25])[N:13]([CH2:15][C:16](F)(F)[C:17]2[CH:22]=[CH:21][CH:20]=[CH:19][CH:18]=2)[N:14]=1)[C:2]1[CH:7]=[CH:6][CH:5]=[CH:4][CH:3]=1.[CH2:36](OCN1C(=O)C(Br)=NN(C[C:38]2[C:39]3C(=CC=CC=3)C=C[C:37]=2[CH3:36])C1=O)[C:37]1C=CC=[CH:39][CH:38]=1, predict the reaction product. The product is: [CH2:1]([O:8][C:9]1[C:10](=[O:35])[N:11]([CH2:26][O:27][CH2:28][C:29]2[CH:34]=[CH:33][CH:32]=[CH:31][CH:30]=2)[C:12](=[O:25])[N:13]([CH2:15][C:16]2[C:17]3[C:22](=[CH:21][CH:20]=[CH:19][CH:18]=3)[CH:36]=[CH:37][C:38]=2[CH3:39])[N:14]=1)[C:2]1[CH:7]=[CH:6][CH:5]=[CH:4][CH:3]=1. (2) Given the reactants [CH3:1][O:2][C:3]([C:5]1[NH:6][CH:7]=[CH:8][CH:9]=1)=[O:4].C(=O)([O-])[O-].[Cs+].[Cs+].[CH2:16]([O:23][C:24]1[CH:29]=[CH:28][C:27]([C:30](=[O:33])[CH2:31]Br)=[CH:26][CH:25]=1)[C:17]1[CH:22]=[CH:21][CH:20]=[CH:19][CH:18]=1, predict the reaction product. The product is: [CH3:1][O:2][C:3]([C:5]1[N:6]([CH2:31][C:30]([C:27]2[CH:28]=[CH:29][C:24]([O:23][CH2:16][C:17]3[CH:22]=[CH:21][CH:20]=[CH:19][CH:18]=3)=[CH:25][CH:26]=2)=[O:33])[CH:7]=[CH:8][CH:9]=1)=[O:4]. (3) Given the reactants CC1(C)C(C)(C)OB([C:9]2[CH:10]=[CH:11][C:12]3[O:16][C:15]([CH:17]4[CH2:22][CH2:21][N:20]([C:23]([O:25][CH:26]([CH3:28])[CH3:27])=[O:24])[CH2:19][CH2:18]4)=[N:14][C:13]=3[CH:29]=2)O1.Br[C:32]1[CH:43]=[CH:42][C:35]([C:36]([NH:38][CH:39]2[CH2:41][CH2:40]2)=[O:37])=[C:34]([F:44])[CH:33]=1, predict the reaction product. The product is: [CH:39]1([NH:38][C:36]([C:35]2[CH:42]=[CH:43][C:32]([C:9]3[CH:10]=[CH:11][C:12]4[O:16][C:15]([CH:17]5[CH2:18][CH2:19][N:20]([C:23]([O:25][CH:26]([CH3:28])[CH3:27])=[O:24])[CH2:21][CH2:22]5)=[N:14][C:13]=4[CH:29]=3)=[CH:33][C:34]=2[F:44])=[O:37])[CH2:41][CH2:40]1.